From a dataset of Reaction yield outcomes from USPTO patents with 853,638 reactions. Predict the reaction yield, written as a fraction of the theoretical maximum amount of product (1.0 means a 100% yield; for example, 0.34 means a 34% yield). The reactants are C[Si](C=[N+]=[N-])(C)C.[Br:8][C:9]1[CH:14]=[CH:13][C:12]([CH2:15][C:16]([OH:18])=[O:17])=[C:11]([F:19])[CH:10]=1.[CH3:20]O. The catalyst is C1(C)C=CC=CC=1. The product is [Br:8][C:9]1[CH:14]=[CH:13][C:12]([CH2:15][C:16]([O:18][CH3:20])=[O:17])=[C:11]([F:19])[CH:10]=1. The yield is 0.910.